Dataset: Forward reaction prediction with 1.9M reactions from USPTO patents (1976-2016). Task: Predict the product of the given reaction. Given the reactants [CH3:1][C:2]1[CH:3]=[C:4]([CH:37]=[CH:38][C:39]=1[CH3:40])[CH2:5][C:6]([CH2:17][C:18](=[O:36])[N:19]1[CH2:24][CH2:23][CH:22]([N:25]2[CH2:34][C:33]3[C:28](=[CH:29][CH:30]=[CH:31][CH:32]=3)[NH:27][C:26]2=[O:35])[CH2:21][CH2:20]1)(C(OCC)=O)[C:7]([O:9]CC)=[O:8].[OH-].[K+], predict the reaction product. The product is: [CH3:1][C:2]1[CH:3]=[C:4]([CH:37]=[CH:38][C:39]=1[CH3:40])[CH2:5][CH:6]([CH2:17][C:18](=[O:36])[N:19]1[CH2:24][CH2:23][CH:22]([N:25]2[CH2:34][C:33]3[C:28](=[CH:29][CH:30]=[CH:31][CH:32]=3)[NH:27][C:26]2=[O:35])[CH2:21][CH2:20]1)[C:7]([OH:9])=[O:8].